Dataset: KCNQ2 potassium channel screen with 302,405 compounds. Task: Binary Classification. Given a drug SMILES string, predict its activity (active/inactive) in a high-throughput screening assay against a specified biological target. (1) The drug is O=C1N(C(=O)C2C1C(NC2c1cc(OC)c(cc1)c1cc2OCOc2cc1)(CC(C)C)C(OC)=O)CC. The result is 0 (inactive). (2) The compound is o1c2c(n(CC(=O)c3ccc(NC(=O)CC(C)C)cc3)c1=O)cccc2. The result is 0 (inactive).